This data is from Reaction yield outcomes from USPTO patents with 853,638 reactions. The task is: Predict the reaction yield, written as a fraction of the theoretical maximum amount of product (1.0 means a 100% yield; for example, 0.34 means a 34% yield). (1) The reactants are [Cl:1]C1C=CC(NC)=CC=1.[F:10][C:11]([F:16])([F:15])[C:12]([OH:14])=[O:13].[CH3:17][O:18][C:19]1[CH:20]=[C:21]([C@@:27]23[CH2:35][CH2:34][C@@H:33]([NH:36][C:37](=[O:47])[N:38]([C:40]4[CH:45]=[CH:44][C:43](F)=[CH:42][CH:41]=4)[CH3:39])[CH2:32][C@@H:31]2[N:30]([CH3:48])[CH2:29][CH2:28]3)[CH:22]=[CH:23][C:24]=1[O:25][CH3:26]. No catalyst specified. The product is [F:10][C:11]([F:16])([F:15])[C:12]([OH:14])=[O:13].[Cl:1][C:43]1[CH:44]=[CH:45][C:40]([N:38]([CH3:39])[C:37]([NH:36][C@H:33]2[CH2:32][C@H:31]3[C@:27]([C:21]4[CH:22]=[CH:23][C:24]([O:25][CH3:26])=[C:19]([O:18][CH3:17])[CH:20]=4)([CH2:28][CH2:29][N:30]3[CH3:48])[CH2:35][CH2:34]2)=[O:47])=[CH:41][CH:42]=1. The yield is 0.540. (2) The reactants are Br[C:2]1[CH:3]=[C:4]([N:22]([CH2:29][CH3:30])[CH:23]2[CH2:28][CH2:27][O:26][CH2:25][CH2:24]2)[C:5]([CH3:21])=[C:6]([CH:20]=1)[C:7]([NH:9][CH2:10][C:11]1[C:12](=[O:19])[NH:13][C:14]([CH3:18])=[CH:15][C:16]=1[CH3:17])=[O:8].[OH:31][CH2:32][C:33]1[CH:38]=[CH:37][C:36](B(O)O)=[CH:35][CH:34]=1.C([O-])([O-])=O.[Na+].[Na+]. The catalyst is O1CCOCC1.O.C1C=CC([P]([Pd]([P](C2C=CC=CC=2)(C2C=CC=CC=2)C2C=CC=CC=2)([P](C2C=CC=CC=2)(C2C=CC=CC=2)C2C=CC=CC=2)[P](C2C=CC=CC=2)(C2C=CC=CC=2)C2C=CC=CC=2)(C2C=CC=CC=2)C2C=CC=CC=2)=CC=1. The product is [CH3:17][C:16]1[CH:15]=[C:14]([CH3:18])[NH:13][C:12](=[O:19])[C:11]=1[CH2:10][NH:9][C:7]([C:6]1[CH:20]=[C:2]([C:36]2[CH:37]=[CH:38][C:33]([CH2:32][OH:31])=[CH:34][CH:35]=2)[CH:3]=[C:4]([N:22]([CH2:29][CH3:30])[CH:23]2[CH2:28][CH2:27][O:26][CH2:25][CH2:24]2)[C:5]=1[CH3:21])=[O:8]. The yield is 0.620. (3) The reactants are [C:1]1([CH:7]2[CH2:11][CH2:10][CH2:9][C:8]2=[O:12])[CH:6]=[CH:5][CH:4]=[CH:3][CH:2]=1.[C:13](=[O:18])=[N:14][C:15](Cl)=[O:16]. The catalyst is C(OCC)(=O)C.C(=O)(O)[O-].[Na+]. The product is [C:1]1([CH:7]2[C:8]3[O:12][C:15](=[O:16])[NH:14][C:13](=[O:18])[C:9]=3[CH2:10][CH2:11]2)[CH:6]=[CH:5][CH:4]=[CH:3][CH:2]=1. The yield is 0.130. (4) The reactants are [C:1](Cl)(=[O:4])[O:2][CH3:3].[CH3:6][NH:7][CH2:8][CH2:9][NH:10][S:11]([C:14]1[CH:19]=[CH:18][C:17]([N:20]2[C:24]([C:25]3[CH:30]=[CH:29][C:28]([CH3:31])=[CH:27][CH:26]=3)=[CH:23][C:22]([C:32]([F:35])([F:34])[F:33])=[N:21]2)=[CH:16][CH:15]=1)(=[O:13])=[O:12]. The catalyst is N1C=CC=CC=1. The product is [CH3:6][N:7]([CH2:8][CH2:9][NH:10][S:11]([C:14]1[CH:15]=[CH:16][C:17]([N:20]2[C:24]([C:25]3[CH:30]=[CH:29][C:28]([CH3:31])=[CH:27][CH:26]=3)=[CH:23][C:22]([C:32]([F:35])([F:34])[F:33])=[N:21]2)=[CH:18][CH:19]=1)(=[O:12])=[O:13])[C:1](=[O:4])[O:2][CH3:3]. The yield is 0.860. (5) The reactants are [CH2:1]([O:3][C:4]1[CH:13]=[CH:12][C:7]2[N:8]=[C:9]([NH2:11])[S:10][C:6]=2[CH:5]=1)[CH3:2].[Cl:14][C:15]1[CH:16]=[C:17]([CH:21]=[CH:22][C:23]=1[F:24])[C:18](Cl)=[O:19].Br[CH:26]([CH2:31][CH3:32])[C:27]([O:29]C)=[O:28].COC1C=CC2N=C(N)SC=2C=1.ClC1C=C(C=CC=1)C(Cl)=O.BrCC(OCC)=O. No catalyst specified. The product is [Cl:14][C:15]1[CH:16]=[C:17]([CH:21]=[CH:22][C:23]=1[F:24])[C:18]([N:11]=[C:9]1[N:8]([CH:26]([CH2:31][CH3:32])[C:27]([OH:29])=[O:28])[C:7]2[CH:12]=[CH:13][C:4]([O:3][CH2:1][CH3:2])=[CH:5][C:6]=2[S:10]1)=[O:19]. The yield is 0.280. (6) The reactants are C([N:8]1[C:17]2[C:16]3[CH:18]=[CH:19][CH:20]=[CH:21][C:15]=3[N:14]([C:22]([C:24]3[CH:29]=[CH:28][C:27]([O:30][CH2:31][CH2:32][CH2:33][N:34]4[CH2:39][CH2:38][N:37]([CH2:40][CH2:41][C:42]([CH3:45])([CH3:44])[CH3:43])[CH2:36][CH2:35]4)=[C:26]([F:46])[CH:25]=3)=[O:23])[CH2:13][CH2:12][C:11]=2[N:10]=[C:9]1[CH3:47])C1C=CC=CC=1.C(O)(=O)C. The catalyst is CO.[OH-].[Pd+2].[OH-]. The product is [CH3:43][C:42]([CH3:45])([CH3:44])[CH2:41][CH2:40][N:37]1[CH2:36][CH2:35][N:34]([CH2:33][CH2:32][CH2:31][O:30][C:27]2[CH:28]=[CH:29][C:24]([C:22]([N:14]3[CH2:13][CH2:12][C:11]4[N:10]=[C:9]([CH3:47])[NH:8][C:17]=4[C:16]4[CH:18]=[CH:19][CH:20]=[CH:21][C:15]3=4)=[O:23])=[CH:25][C:26]=2[F:46])[CH2:39][CH2:38]1. The yield is 0.510. (7) The reactants are [CH3:1][C:2]([CH3:19])([CH3:18])[C:3]#[C:4][C:5]1[C:10]([F:11])=[CH:9][CH:8]=[CH:7][C:6]=1[NH:12]C(=O)CCC.CC([O-])(C)C.[K+].O. The yield is 0.970. The catalyst is CN(C=O)C. The product is [C:2]([C:3]1[NH:12][C:6]2[C:5]([CH:4]=1)=[C:10]([F:11])[CH:9]=[CH:8][CH:7]=2)([CH3:19])([CH3:18])[CH3:1].